From a dataset of Experimentally validated miRNA-target interactions with 360,000+ pairs, plus equal number of negative samples. Binary Classification. Given a miRNA mature sequence and a target amino acid sequence, predict their likelihood of interaction. (1) The miRNA is hsa-miR-4720-5p with sequence CCUGGCAUAUUUGGUAUAACUU. The protein sequence of the target gene is MGAKQSGPAAANGRTRAYSGSDLPSSSSGGANGTAGGGGGARAAAAGRFPAQVPSAHQPSASGGAAAAAAAPAAPAAPRSRSLGGAVGSVASGARAAQSPFSIPNSSSGPYGSQDSVHSSPEDGGGGRDRPVGGSPGGPRLVIGSLPAHLSPHMFGGFKCPVCSKFVSSDEMDLHLVMCLTKPRITYNEDVLSKDAGECAICLEELQQGDTIARLPCLCIYHKGCIDEWFEVNRSCPEHPSD. Result: 1 (interaction). (2) The miRNA is mmu-miR-8103 with sequence UCUCCUGUUCUCUGUUCUCCC. The protein sequence of the target gene is MEWGPGSDWSRGEAAGVDRGKAGLGLGGRPPPQPPREERAQQLLDAVEQRQRQLLDTIAACEEMLRQLGRRRPEPAGGGNVSAKPGAPPQPAVSARGGFPKDAGDGAAEP. Result: 0 (no interaction). (3) The miRNA is rno-miR-96-5p with sequence UUUGGCACUAGCACAUUUUUGCU. The protein sequence of the target gene is MGVPTALEAGSWRWGSLLFALFLAASLGPVAAFKVATPYSLYVCPEGQNVTLTCRLLGPVDKGHDVTFYKTWYRSSRGEVQTCSERRPIRNLTFQDLHLHHGGHQAANTSHDLAQRHGLESASDHHGNFSITMRNLTLLDSGLYCCLVVEIRHHHSEHRVHGAMELQVQTGKDAPSNCVVYPSSSQDSENITAAALATGACIVGILCLPLILLLVYKQRQAASNRRAQELVRMDSNIQGIENPGFEASPPAQGIPEAKVRHPLSYVAQRQPSESGRHLLSEPSTPLSPPGPGDVFFPSLD.... Result: 0 (no interaction). (4) The miRNA is hsa-miR-7843-5p with sequence GAGGGCAGAGCCAGCUUCCUGA. The protein sequence of the target gene is MDMHCKADPFSAMHRHGGVNQLGGVFVNGRPLPDVVRQRIVELAHQGVRPCDISRQLRVSHGCVSKILGRYYETGSIKPGVIGGSKPKVATPKVVDKIAEYKRQNPTMFAWEIRDRLLAEGICDNDTVPSVSSINRIIRTKVQQPFHPTPDGAGTGVTAPGHTIVPSTASPPVSSASNDPVGSYSINGILGIPRSNGEKRKREEVEVYTDPAHIRGGGGLHLVWTLRDVSEGSVPNGDSQSGVDSLRKHLRADTFTQQQLEALDRVFERPSYPDVFQASEHIKSEQGNEYSLPALTPGLD.... Result: 0 (no interaction). (5) The miRNA is hsa-miR-6764-3p with sequence UCUCUGGUCUUUCCUUGACAG. The protein sequence of the target gene is MLSPEAERVLRYLVEVEELAEAVLSDKRQIVDLDTKRNQNREGLRALQKDLSVSEDVMVCFGNMFIKMPHPKTKEMIQKDQEHLDKEIERLRSQLKVKVNRLFEAQGKPELKGFNLNPLSPDEVKALKVILKG. Result: 0 (no interaction). (6) The miRNA is hsa-miR-7151-3p with sequence CUACAGGCUGGAAUGGGCUCA. The protein sequence of the target gene is MGAPSACRTLVLALAAMLVVPQAETQGPVEPSWENAGHTMDGGAPTSSPTRRVSFVPPVTVFPSLSPLNPAHNGRVCSTWGDFHYKTFDGDVFRFPGLCNYVFSEHCRAAYEDFNVQLRRGLVGSRPVVTRVVIKAQGLVLEASNGSVLINGQREELPYSRTGLLVEQSGDYIKVSIRLVLTFLWNGEDSALLELDPKYANQTCGLCGDFNGLPAFNEFYAHNARLTPLQFGNLQKLDGPTEQCPDPLPLPAGNCTDEEGICHRTLLGPAFAECHALVDSTAYLAACAQDLCRCPTCPCA.... Result: 0 (no interaction).